Dataset: Experimentally validated miRNA-target interactions with 360,000+ pairs, plus equal number of negative samples. Task: Binary Classification. Given a miRNA mature sequence and a target amino acid sequence, predict their likelihood of interaction. (1) The miRNA is hsa-miR-133b with sequence UUUGGUCCCCUUCAACCAGCUA. The protein sequence of the target gene is MEYEVKKGKKGFVSPIRRLVFPKAGRRAACRSSVSRRPLHSMPLYPPDYLIDPQILLCDYLEKEVKFLGHLTWVTSSLNPSSRDELLQLLDTARQLKELPLKTTAEQDSILSLSARCLLLTWRDNEELILRIPTHEIAAASYLQDDALHLLVLKTGLGVDPVPAGVDASPGGAGRDPGPPGGAPEKRRVGTAERRHTICSLDWRMGWGGGAAEARAGGGGGGSLERQRAGARASGSWERRQTFSGSWERRHGGGGGGGGAGKPGGSWERRQAGSGGGGSWERRHPGPNPLDPQDPSPDAY.... Result: 0 (no interaction). (2) The miRNA is mmu-miR-3971 with sequence CUCCCCACCCCUGUACCAGUGA. The protein sequence of the target gene is MWPPRFPPPRPGMSEETRQSKLAAAKKKLREYQQKNSPGVPAGAKKKKKIKNGHSPERPTASDCQSPENVPTDHIAPAPPTAATDTMFLGVTPSPDADLTQSHDAGNCSNLMEETKTFSSTESLRQLSQQLNGLVSESTSYINGEGLTSSNMKELENRYQELAVALDSSYVTNKQLSSTIEELKQQNQDTLDQLEKEKKDYQQKLAKEQGSLREQLQVHIQTIGILVSEKAELQTALAHTQQAARQKAGESEDLASRLQSSRQRVGELERTLSTVSTQQKQADRYNKDLTKERDALKLEL.... Result: 1 (interaction). (3) The miRNA is hsa-miR-19b-3p with sequence UGUGCAAAUCCAUGCAAAACUGA. The protein sequence of the target gene is MDETQGPLAMTVHLLANSGHGSLLQRTLDQLLDCICPEVRLFQVSERASPVKYCEKSHSKRSRFPGMSVLLFLHESPGEDRLFRVLDSLQHSPWQCYPTQDTRGRLCPYFFANQEFYSLDSQLPIWGVRQVHCGSEILRVTLYCSFDNYEDAIRLYEMILQREATLQKSNFCFFVLYASKSFALQLSLKQLPPGMSVDPKESSVLQFKVQEIGQLVPLLPNPCMPISSTRWQTQDYDGNKILLQVQLNPELGVKNGILGAGMLPLGSRLTSVSAKRTSEPRSQRNQGKRSQGHSLELPEP.... Result: 0 (no interaction). (4) The miRNA is mmu-miR-181a-5p with sequence AACAUUCAACGCUGUCGGUGAGU. The protein sequence of the target gene is MGPAVLLAILCLGVAEVTQSSDPSLDSEWQEWKRKFNKNYSMEEEGQKRAVWEENMKLVKQHNIEYDQGKKNFTMDVNAFGDMTGEEYRKMLTDIPVPNFRKKKSIHQPIAGYLPKFVDWRKRGCVTPVKNQGTCNSCWAFSAAGAIEGQMFRKTGKLVPLSTQNLVDCSRLEGNFGCFKGSTFLALKYVWKNRGLEAESTYPYKGTDGHCRYHPERSAARITSFSFVSNSEKDLMRAVATIGPISVGIDARHKSFRLYREGIYYEPKCSSNIINHSVLVVGYGYEGKESDGNKYWLIKN.... Result: 0 (no interaction). (5) The miRNA is hsa-miR-6849-3p with sequence ACCAGCCUGUGUCCACCUCCAG. The protein sequence of the target gene is MGQKGHKDSLYPCGGTPESSLHEALDQCMTALDLFLTNQFSEALSYLKPRTKESMYHSLTYATILEMQAMMTFDPQDILLAGNMMKEAQMLCQRHRRKSSVTDSFSSLVNRPTLGQFTEEEIHAEVCYAECLLQRAALTFLQGSSHGGAVRPRALHDPSHACSCPPGPGRQHLFLLQDENMVSFIKGGIKVRNSYQTYKELDSLVQSSQYCKGENHPHFEGGVKLGVGAFNLTLSMLPTRILRLLEFVGFSGNKDYGLLQLEEGASGHSFRSVLCVMLLLCYHTFLTFVLGTGNVNIEEA.... Result: 1 (interaction). (6) The miRNA is hsa-miR-4735-5p with sequence CCUAAUUUGAACACCUUCGGUA. The protein sequence of the target gene is MATPYVPVPMPIGNSASSFTNNRNQRSSSFGSVSTSSTSSKGQLEDSAVGSLKQTNVQDQMDSASSMCGSPLIRTKFTGTDSSIEYSARPREAEEQHPEAVNWEDRPSTPTILGYEVMEERAKFTVYKILVKKSPEESWVVFRRYTDFSRLNDKLKEMFPGFRLALPPKRWFKDNYNAEFLEDRQLGLQAFLQNLVAHKDIANCLAVREFLCLDDPPGPFDSLEESRAFCETLEETNYHLQRELLEKQKEVESLKKLLGEKQLHIDALETRIRTLSLEPGASLYVSRAEGGQILRVEPSV.... Result: 0 (no interaction). (7) The miRNA is hsa-miR-552-3p with sequence AACAGGUGACUGGUUAGACAA. The protein sequence of the target gene is MAWVLKMDEVIESGLVHDFDASLSGIGQELGAGAYSMSDVLALPIFKQEDSSLPLDGETEHPPFQYVMCAATSPAVKLHDETLTYLNQGQSYEIRMLDNRKMGDMPEINGKLVKSIIRVVFHDRRLQYTEHQQLEGWKWNRPGDRLLDLDIPMSVGIIDTRTNPSQLNAVEFLWDPAKRTSAFIQVHCISTEFTPRKHGGEKGVPFRIQVDTFKQNENGEYTDHLHSASCQIKVFKPKGADRKQKTDREKMEKRTAHEKEKYQPSYDTTILTEMRLEPIIEDAVEHEQKKSSKRTLPADY.... Result: 0 (no interaction).